This data is from Forward reaction prediction with 1.9M reactions from USPTO patents (1976-2016). The task is: Predict the product of the given reaction. (1) Given the reactants [H-].[Na+].[Cl:3][C:4]1[CH:5]=[C:6]([NH:11][C:12]2[C:21]3[C:16](=[CH:17][C:18](F)=[C:19]([N+:22]([O-:24])=[O:23])[CH:20]=3)[N:15]=[CH:14][N:13]=2)[CH:7]=[CH:8][C:9]=1[F:10].[CH3:26][O:27][CH2:28][CH2:29][OH:30], predict the reaction product. The product is: [Cl:3][C:4]1[CH:5]=[C:6]([NH:11][C:12]2[C:21]3[C:16](=[CH:17][C:18]([O:30][CH2:29][CH2:28][O:27][CH3:26])=[C:19]([N+:22]([O-:24])=[O:23])[CH:20]=3)[N:15]=[CH:14][N:13]=2)[CH:7]=[CH:8][C:9]=1[F:10]. (2) Given the reactants C(OC(=O)[N:7]([C:17]1[CH:22]=[CH:21][C:20]([C:23]([C:25]2[C:33]3[C:28](=[N:29][CH:30]=[C:31]([Cl:34])[CH:32]=3)[NH:27][CH:26]=2)=[O:24])=[CH:19][N:18]=1)[CH2:8][C:9]1[CH:10]=[N:11][C:12]([O:15][CH3:16])=[CH:13][CH:14]=1)(C)(C)C.FC(F)(F)C(O)=O.C(=O)([O-])[O-].[K+].[K+], predict the reaction product. The product is: [Cl:34][C:31]1[CH:32]=[C:33]2[C:25]([C:23]([C:20]3[CH:19]=[N:18][C:17]([NH:7][CH2:8][C:9]4[CH:10]=[N:11][C:12]([O:15][CH3:16])=[CH:13][CH:14]=4)=[CH:22][CH:21]=3)=[O:24])=[CH:26][NH:27][C:28]2=[N:29][CH:30]=1. (3) Given the reactants [CH3:1][C:2]1[C:6]([C:7]([O:9][CH3:10])=[O:8])=[CH:5][NH:4][N:3]=1.[F:11][C:12]([F:24])([F:23])[O:13][C:14]1[CH:19]=[CH:18][C:17](B(O)O)=[CH:16][CH:15]=1, predict the reaction product. The product is: [CH3:1][C:2]1[C:6]([C:7]([O:9][CH3:10])=[O:8])=[CH:5][N:4]([C:17]2[CH:16]=[CH:15][C:14]([O:13][C:12]([F:11])([F:23])[F:24])=[CH:19][CH:18]=2)[N:3]=1. (4) Given the reactants [CH:1]([C@@:4]1([C:10]([N:12]2[CH2:17][CH2:16][N:15]([C:18]3[CH:23]=[C:22]([C:24]([F:27])([F:26])[F:25])[CH:21]=[CH:20][N:19]=3)[CH2:14][CH2:13]2)=[O:11])[CH2:8][C@H:7](N)[CH:6]=[CH:5]1)([CH3:3])[CH3:2].C1(=O)C=CC=CC1=[O:34].Cl.[OH-].[Na+], predict the reaction product. The product is: [CH:1]([C@:4]1([C:10]([N:12]2[CH2:17][CH2:16][N:15]([C:18]3[CH:23]=[C:22]([C:24]([F:27])([F:26])[F:25])[CH:21]=[CH:20][N:19]=3)[CH2:14][CH2:13]2)=[O:11])[CH2:5][CH2:6][C:7](=[O:34])[CH2:8]1)([CH3:3])[CH3:2]. (5) Given the reactants [CH2:1]([NH:3][C:4](=[O:36])NC1C=CC(C2N=C(N3CCOC[C@@H]3C)C3CC[N:3]([C:4](OC(C)(C)C)=[O:36])[CH2:1][C:2]=3N=2)=CC=1)[CH3:2].Cl[C:38]1[N:39]=[C:40]([N:49]2[CH2:54][CH2:53][O:52][CH2:51][C@@H:50]2[CH3:55])[C:41]2[CH2:47][CH2:46][N:45]([CH3:48])[CH2:44][C:42]=2[N:43]=1.[F:56][C:57]1[CH:63]=[C:62](B2OC(C)(C)C(C)(C)O2)[C:61]([F:73])=[CH:60][C:58]=1[NH2:59], predict the reaction product. The product is: [F:56][C:57]1[CH:63]=[C:62]([C:38]2[N:39]=[C:40]([N:49]3[CH2:54][CH2:53][O:52][CH2:51][C@@H:50]3[CH3:55])[C:41]3[CH2:47][CH2:46][N:45]([CH3:48])[CH2:44][C:42]=3[N:43]=2)[C:61]([F:73])=[CH:60][C:58]=1[NH:59][C:4]([NH:3][CH2:1][CH3:2])=[O:36].